From a dataset of NCI-60 drug combinations with 297,098 pairs across 59 cell lines. Regression. Given two drug SMILES strings and cell line genomic features, predict the synergy score measuring deviation from expected non-interaction effect. Drug 1: CN1CCC(CC1)COC2=C(C=C3C(=C2)N=CN=C3NC4=C(C=C(C=C4)Br)F)OC. Drug 2: CC1=C(C(=CC=C1)Cl)NC(=O)C2=CN=C(S2)NC3=CC(=NC(=N3)C)N4CCN(CC4)CCO. Cell line: MDA-MB-435. Synergy scores: CSS=-5.79, Synergy_ZIP=1.64, Synergy_Bliss=0.790, Synergy_Loewe=-2.71, Synergy_HSA=-2.72.